This data is from HIV replication inhibition screening data with 41,000+ compounds from the AIDS Antiviral Screen. The task is: Binary Classification. Given a drug SMILES string, predict its activity (active/inactive) in a high-throughput screening assay against a specified biological target. (1) The drug is Cc1c(O)c(O)c(C)c(CCN)c1O. The result is 0 (inactive). (2) The molecule is CC(C)CCCC(C)C1CCC2C3CCC4CC(NS(C)(=O)=O)CCC4(C)C3CCC12C. The result is 0 (inactive). (3) The molecule is CCCCOCc1cc(CN2CCN(C)CC2)c(O)c2ncccc12. The result is 0 (inactive). (4) The drug is COc1cc(N=Nc2ccccc2)cc2c1[OH+][Fe-2]1([OH+]c3c(cc(N=Nc4ccccc4)cc3OC)C=NN1C(N)=S)N(C(N)=S)N=C2. The result is 0 (inactive). (5) The molecule is Cc1cc(-c2ccco2)oc(=O)c1NC(=O)c1cnccn1. The result is 0 (inactive). (6) The compound is CCOC(=O)NC(Nc1ccc(S(=O)(=O)Nc2nc(C)cc(C)n2)cc1)(C(=O)OCC)C(F)(F)F. The result is 0 (inactive). (7) The compound is CCC1NC(=O)C(C(O)C(C)C)N(C)C(=O)C(C(C)C)N(C)C(=O)C(CC(C)C)N(C)C(=O)C(CC(C)C)N(C)C(=O)C(C)NC(=O)C(CCCCNC(=O)COc2ccc(CC(NC(=O)OC3CCOC3)C(O)CN(CC(C)C)S(=O)(=O)c3ccc(N)cc3)cc2)NC(=O)C(CC(C)C)N(C)C(=O)C(C(C)C)NC(=O)C(CC(C)C)N(C)C(=O)C(CO)N(C)C1=O. The result is 1 (active). (8) The molecule is CCC1(O)C(=O)OCc2c1cc1n(c2=O)Cc2cc3c(N)cccc3nc2-1. The result is 0 (inactive). (9) The molecule is N=C1NCCC1(c1ccccc1)c1ccccn1. The result is 0 (inactive).